This data is from Peptide-MHC class II binding affinity with 134,281 pairs from IEDB. The task is: Regression. Given a peptide amino acid sequence and an MHC pseudo amino acid sequence, predict their binding affinity value. This is MHC class II binding data. (1) The MHC is DRB1_0101 with pseudo-sequence DRB1_0101. The binding affinity (normalized) is 0.400. The peptide sequence is LEGYEKISDVLGNLF. (2) The binding affinity (normalized) is 0.0270. The MHC is DRB1_1101 with pseudo-sequence DRB1_1101. The peptide sequence is AEAVKKFGYELEALA.